This data is from Drug-induced liver injury (DILI) classification data. The task is: Regression/Classification. Given a drug SMILES string, predict its toxicity properties. Task type varies by dataset: regression for continuous values (e.g., LD50, hERG inhibition percentage) or binary classification for toxic/non-toxic outcomes (e.g., AMES mutagenicity, cardiotoxicity, hepatotoxicity). Dataset: dili. (1) The drug is NC(N)=NC(=O)c1nc(Cl)c(N)nc1N. The result is 1 (causes liver injury). (2) The molecule is N=c1nc(N2CCCCC2)cc(N)n1O. The result is 0 (no liver injury).